From a dataset of Full USPTO retrosynthesis dataset with 1.9M reactions from patents (1976-2016). Predict the reactants needed to synthesize the given product. Given the product [OH:8][C:9]1[CH:10]=[CH:11][C:12]([C:15]2[S:16][C:17]([C:20]([O:22][CH3:23])=[O:21])=[CH:18][N:19]=2)=[N:13][CH:14]=1, predict the reactants needed to synthesize it. The reactants are: COC1C=CC(C[O:8][C:9]2[CH:10]=[CH:11][C:12]([C:15]3[S:16][C:17]([C:20]([O:22][CH3:23])=[O:21])=[CH:18][N:19]=3)=[N:13][CH:14]=2)=CC=1.